Dataset: NCI-60 drug combinations with 297,098 pairs across 59 cell lines. Task: Regression. Given two drug SMILES strings and cell line genomic features, predict the synergy score measuring deviation from expected non-interaction effect. (1) Drug 2: C1=CC(=CC=C1CC(C(=O)O)N)N(CCCl)CCCl.Cl. Cell line: UACC62. Synergy scores: CSS=16.1, Synergy_ZIP=-2.84, Synergy_Bliss=2.62, Synergy_Loewe=-9.22, Synergy_HSA=1.92. Drug 1: CN(C)C1=NC(=NC(=N1)N(C)C)N(C)C. (2) Drug 1: CC(C)(C#N)C1=CC(=CC(=C1)CN2C=NC=N2)C(C)(C)C#N. Drug 2: C(CN)CNCCSP(=O)(O)O. Cell line: NCI/ADR-RES. Synergy scores: CSS=2.52, Synergy_ZIP=-0.780, Synergy_Bliss=-3.01, Synergy_Loewe=-1.87, Synergy_HSA=-2.19.